From a dataset of Reaction yield outcomes from USPTO patents with 853,638 reactions. Predict the reaction yield, written as a fraction of the theoretical maximum amount of product (1.0 means a 100% yield; for example, 0.34 means a 34% yield). (1) The reactants are Cl[C@H:2]([CH2:6][C:7]1[CH:12]=[CH:11][CH:10]=[CH:9][CH:8]=1)[C:3]([OH:5])=[O:4].[C:13]([O-:16])(=[S:15])[CH3:14].[K+].S([O-])([O-])(=O)=S.[Na+].[Na+].Cl. The catalyst is C1(C)C=CC=CC=1.CN(C)C=O. The product is [C:13]([S:15][C@@H:2]([CH2:6][C:7]1[CH:12]=[CH:11][CH:10]=[CH:9][CH:8]=1)[C:3]([OH:5])=[O:4])(=[O:16])[CH3:14]. The yield is 0.850. (2) The reactants are [CH3:1][N:2]([CH3:33])[C:3]1[CH:4]=[C:5]2[C:10](=[CH:11][C:12]=1[CH:13]=[CH2:14])[CH:9]=[C:8]([C@@:15]1([O:31][CH3:32])[CH2:19][N:18](C(OC(C)(C)C)=O)[C@H:17]([C:27]([O:29][CH3:30])=[O:28])[CH2:16]1)[CH:7]=[CH:6]2.B(F)(F)F.CCOCC. The catalyst is C(Cl)Cl. The product is [CH3:33][N:2]([CH3:1])[C:3]1[CH:4]=[C:5]2[C:10](=[CH:11][C:12]=1[CH:13]=[CH2:14])[CH:9]=[C:8]([C@@:15]1([O:31][CH3:32])[CH2:19][NH:18][C@H:17]([C:27]([O:29][CH3:30])=[O:28])[CH2:16]1)[CH:7]=[CH:6]2. The yield is 0.870. (3) The catalyst is C1(C)C=CC=CC=1.O1CCCC1. The reactants are C([Li])(C)(C)C.Br[C:7]1[CH:12]=[CH:11][C:10]([CH3:13])=[C:9]([F:14])[CH:8]=1.CN(C)[CH:17]=[O:18].S(=O)(=O)(O)[O-].[K+]. The product is [F:14][C:9]1[CH:8]=[C:7]([CH:12]=[CH:11][C:10]=1[CH3:13])[CH:17]=[O:18]. The yield is 0.900. (4) The reactants are C(O[N:9]1[CH:14]=[CH:13][CH:12]=[CH:11][C:10]1=[O:15])C1C=CC=CC=1.Br[C:17]1[CH:18]=[CH:19][C:20]2[C:25]3[CH:26]4[N:31]([CH2:32][CH2:33][C:24]=3[N:23]([CH3:34])[C:21]=2[CH:22]=1)[CH2:30][CH2:29][CH2:28][CH2:27]4.BrC1C=C2C([C:40]3[CH2:52][CH2:51][N:50]4[CH:46]([CH2:47]CC4)[C:41]=3N2C)=CC=1.[ClH:53].[CH3:54][OH:55]. The catalyst is CCOCC. The product is [ClH:53].[ClH:53].[CH3:34][N:23]1[C:24]2[CH2:33][CH2:32][N:31]3[CH:26]([C:25]=2[C:20]2[CH:19]=[CH:18][C:17]([N:9]4[CH:14]=[CH:13][C:12]([O:55][CH2:54][C:52]5[CH:51]=[N:50][C:46]([CH3:47])=[CH:41][CH:40]=5)=[CH:11][C:10]4=[O:15])=[CH:22][C:21]1=2)[CH2:27][CH2:28][CH2:29][CH2:30]3. The yield is 0.970.